Predict the reactants needed to synthesize the given product. From a dataset of Full USPTO retrosynthesis dataset with 1.9M reactions from patents (1976-2016). (1) Given the product [N+:17]([C:20]1[CH:25]=[CH:24][C:23]([NH:26][CH:27]2[CH2:28][CH2:29][CH:30]([O:33][CH2:34][C:35]([N:4]3[CH2:3][CH2:2][N:1]([C:7]4[CH:16]=[CH:15][C:14]5[C:9](=[CH:10][CH:11]=[CH:12][CH:13]=5)[N:8]=4)[CH2:6][CH2:5]3)=[O:36])[CH2:31][CH2:32]2)=[CH:22][C:21]=1[C:38]([F:39])([F:40])[F:41])([O-:19])=[O:18], predict the reactants needed to synthesize it. The reactants are: [N:1]1([C:7]2[CH:16]=[CH:15][C:14]3[C:9](=[CH:10][CH:11]=[CH:12][CH:13]=3)[N:8]=2)[CH2:6][CH2:5][NH:4][CH2:3][CH2:2]1.[N+:17]([C:20]1[CH:25]=[CH:24][C:23]([NH:26][CH:27]2[CH2:32][CH2:31][CH:30]([O:33][CH2:34][C:35](O)=[O:36])[CH2:29][CH2:28]2)=[CH:22][C:21]=1[C:38]([F:41])([F:40])[F:39])([O-:19])=[O:18].CCN=C=NCCCN(C)C.Cl.C1C=CC2N(O)N=NC=2C=1.C(N(CC)CC)C. (2) The reactants are: N1C=CC=CC=1.[OH:7][CH2:8][CH2:9][NH:10][C:11](=[O:24])[O:12][CH2:13][C:14]1[CH:19]=[CH:18][C:17]([O:20][C:21](=[O:23])[CH3:22])=[CH:16][CH:15]=1. Given the product [CH:8]([CH2:9][NH:10][C:11](=[O:24])[O:12][CH2:13][C:14]1[CH:19]=[CH:18][C:17]([O:20][C:21](=[O:23])[CH3:22])=[CH:16][CH:15]=1)=[O:7], predict the reactants needed to synthesize it. (3) Given the product [NH:1]1[C:5]2[CH:6]=[CH:7][CH:8]=[CH:9][C:4]=2[N:3]=[C:2]1[C:10]([C:12]1[CH:17]=[CH:16][C:15]([O:18][C:27]2[C:26]([CH:23]3[CH2:24][CH2:25][S:20](=[O:33])(=[O:19])[CH2:21][CH2:22]3)=[CH:31][CH:30]=[CH:29][N:28]=2)=[CH:14][CH:13]=1)=[O:11], predict the reactants needed to synthesize it. The reactants are: [NH:1]1[C:5]2[CH:6]=[CH:7][CH:8]=[CH:9][C:4]=2[N:3]=[C:2]1[C:10]([C:12]1[CH:17]=[CH:16][C:15]([OH:18])=[CH:14][CH:13]=1)=[O:11].[O:19]=[S:20]1(=[O:33])[CH2:25][CH2:24][CH:23]([C:26]2[C:27](F)=[N:28][CH:29]=[CH:30][CH:31]=2)[CH2:22][CH2:21]1.C(=O)([O-])[O-].[Cs+].[Cs+].